Dataset: Experimental lipophilicity measurements (octanol/water distribution) for 4,200 compounds from AstraZeneca. Task: Regression/Classification. Given a drug SMILES string, predict its absorption, distribution, metabolism, or excretion properties. Task type varies by dataset: regression for continuous measurements (e.g., permeability, clearance, half-life) or binary classification for categorical outcomes (e.g., BBB penetration, CYP inhibition). For this dataset (lipophilicity_astrazeneca), we predict Y. (1) The compound is CCC(c1nc2ccsc2c(=O)n1Cc1ccc(OC)cc1)N(CCCN)C(=O)c1ccc(C)cc1. The Y is 2.15 logD. (2) The drug is COc1ccc(N(C(=O)c2ccccc2)C(C(=O)NC[C@@H](C)O)c2ccccc2F)c(OC)c1. The Y is 2.55 logD. (3) The molecule is Cc1ncc(-c2nc(Nc3ccc(N4CCN(C(=O)CO)CC4)cc3)ncc2F)n1C(C)C. The Y is 2.19 logD. (4) The molecule is CN1CCN(CCCN2c3ccccc3Sc3ccc(Cl)cc32)CC1. The Y is 3.92 logD. (5) The compound is O=C(CN1C(=O)C(NC(=O)c2cc3cc(Cl)sc3[nH]2)Cc2ccccc21)NO. The Y is 2.40 logD. (6) The Y is 3.59 logD. The drug is COc1ccc(Oc2ncccc2C(=O)NCc2ccccc2Cl)cc1. (7) The drug is COc1cc2c(Nc3cc(CC(=O)Nc4cccc(F)c4F)[nH]n3)ncnc2cc1OCCCN1CCC[C@@H]1CO. The Y is 1.96 logD.